Dataset: Reaction yield outcomes from USPTO patents with 853,638 reactions. Task: Predict the reaction yield, written as a fraction of the theoretical maximum amount of product (1.0 means a 100% yield; for example, 0.34 means a 34% yield). The reactants are [Cl:1][C:2]1[C:7]([O:8][CH3:9])=[CH:6][C:5]([O:10][CH3:11])=[CH:4][C:3]=1[C:12]1[C:23](=[O:24])[N:22]([CH2:25][CH2:26][N:27]2[CH2:32][CH2:31][CH:30]([NH:33][C:34](=[O:40])[O:35][C:36]([CH3:39])([CH3:38])[CH3:37])[CH2:29][CH2:28]2)[C:15]2[N:16]=[C:17]([S:20][CH3:21])[N:18]=[CH:19][C:14]=2[CH:13]=1.C1C=C(Cl)C=C(C(OO)=[O:49])C=1. The catalyst is C(Cl)Cl. The yield is 0.750. The product is [Cl:1][C:2]1[C:7]([O:8][CH3:9])=[CH:6][C:5]([O:10][CH3:11])=[CH:4][C:3]=1[C:12]1[C:23](=[O:24])[N:22]([CH2:25][CH2:26][N:27]2[CH2:32][CH2:31][CH:30]([NH:33][C:34](=[O:40])[O:35][C:36]([CH3:37])([CH3:39])[CH3:38])[CH2:29][CH2:28]2)[C:15]2[N:16]=[C:17]([S:20]([CH3:21])=[O:49])[N:18]=[CH:19][C:14]=2[CH:13]=1.